Predict the reaction yield, written as a fraction of the theoretical maximum amount of product (1.0 means a 100% yield; for example, 0.34 means a 34% yield). From a dataset of Reaction yield outcomes from USPTO patents with 853,638 reactions. (1) The reactants are [F:1][C:2]1[CH:7]=[C:6]([F:8])[CH:5]=[CH:4][C:3]=1[C:9]1[NH:13][C:12]([C:14]2([C:17](OC)=[O:18])[CH2:16][CH2:15]2)=[N:11][C:10]=1[C:21]1[N:26]=[C:25]2[O:27][C:28]([NH:30][C@@H:31]([CH3:36])[CH2:32][O:33][CH2:34][CH3:35])=[N:29][C:24]2=[CH:23][CH:22]=1.C1COCC1.[BH4-].[Li+]. The catalyst is C(OCC)C. The product is [F:1][C:2]1[CH:7]=[C:6]([F:8])[CH:5]=[CH:4][C:3]=1[C:9]1[NH:13][C:12]([C:14]2([CH2:17][OH:18])[CH2:15][CH2:16]2)=[N:11][C:10]=1[C:21]1[N:26]=[C:25]2[O:27][C:28]([NH:30][C@@H:31]([CH3:36])[CH2:32][O:33][CH2:34][CH3:35])=[N:29][C:24]2=[CH:23][CH:22]=1. The yield is 0.600. (2) The reactants are C([N-]C(C)C)(C)C.[Li+].[CH3:9][O:10][C:11]1[CH:12]=[CH:13][C:14]([C:21]2[CH:26]=[CH:25][CH:24]=[C:23]([C:27]([F:30])([F:29])[F:28])[CH:22]=2)=[C:15]2[C:19]=1[C:18](=[O:20])[CH2:17][CH2:16]2.C([C:33]([O:35][CH3:36])=[O:34])#N. The catalyst is C1COCC1. The product is [CH3:9][O:10][C:11]1[CH:12]=[CH:13][C:14]([C:21]2[CH:26]=[CH:25][CH:24]=[C:23]([C:27]([F:28])([F:29])[F:30])[CH:22]=2)=[C:15]2[C:19]=1[C:18](=[O:20])[CH:17]([C:33]([O:35][CH3:36])=[O:34])[CH2:16]2. The yield is 0.210.